From a dataset of Reaction yield outcomes from USPTO patents with 853,638 reactions. Predict the reaction yield, written as a fraction of the theoretical maximum amount of product (1.0 means a 100% yield; for example, 0.34 means a 34% yield). (1) The product is [CH2:15]([N:9]1[C:10](=[O:11])[CH:2]2[CH:3]([CH:4]3[CH2:7][CH:1]2[CH2:6][CH2:5]3)[C:8]1=[O:12])[C:14]#[CH:13]. The yield is 0.880. The catalyst is CC#N. The reactants are [CH:1]12[CH2:7][CH:4]([CH2:5][CH2:6]1)[CH:3]1[C:8](=[O:12])[NH:9][C:10](=[O:11])[CH:2]21.[CH2:13](Br)[C:14]#[CH:15].C([O-])([O-])=O.[K+].[K+]. (2) The reactants are [CH3:1][C:2]1[CH:3]=[CH:4][CH:5]=[C:6]2[C:11]=1[C:10](=[O:12])[N:9]([C:13]1[CH:18]=[CH:17][CH:16]=[CH:15][C:14]=1[CH3:19])[C:8]([CH2:20][N:21]([CH3:37])[C:22]1[N:30]=[CH:29][N:28]=[C:27]3[C:23]=1[N:24]=[CH:25][N:26]3C1CCCCO1)=[CH:7]2.C([O-])(O)=O.[Na+]. No catalyst specified. The product is [CH3:1][C:2]1[CH:3]=[CH:4][CH:5]=[C:6]2[C:11]=1[C:10](=[O:12])[N:9]([C:13]1[CH:18]=[CH:17][CH:16]=[CH:15][C:14]=1[CH3:19])[C:8]([CH2:20][N:21]([CH3:37])[C:22]1[N:30]=[CH:29][N:28]=[C:27]3[C:23]=1[N:24]=[CH:25][NH:26]3)=[CH:7]2. The yield is 0.540. (3) The reactants are [C:1]([O:9][C:10]1[CH:15]=[CH:14][C:13]([NH:16][C:17](=[O:19])[CH3:18])=[C:12]([OH:20])[CH:11]=1)(=[O:8])[C:2]1[CH:7]=[CH:6][CH:5]=[CH:4][CH:3]=1.[CH3:21][C@@:22]1([CH2:25]OS(C2C=CC=C([N+]([O-])=O)C=2)(=O)=O)[CH2:24][O:23]1.C([O-])([O-])=O.[Cs+].[Cs+]. The catalyst is CN1CCCC1=O. The product is [C:1]([O:9][C:10]1[CH:15]=[CH:14][C:13]([NH:16][C:17](=[O:19])[CH3:18])=[C:12]([O:20][CH2:21][C@:22]2([CH3:25])[CH2:24][O:23]2)[CH:11]=1)(=[O:8])[C:2]1[CH:3]=[CH:4][CH:5]=[CH:6][CH:7]=1. The yield is 0.390.